This data is from NCI-60 drug combinations with 297,098 pairs across 59 cell lines. The task is: Regression. Given two drug SMILES strings and cell line genomic features, predict the synergy score measuring deviation from expected non-interaction effect. (1) Drug 1: C1=CN(C(=O)N=C1N)C2C(C(C(O2)CO)O)O.Cl. Drug 2: C1C(C(OC1N2C=NC(=NC2=O)N)CO)O. Cell line: HCT-15. Synergy scores: CSS=27.0, Synergy_ZIP=3.63, Synergy_Bliss=1.27, Synergy_Loewe=-9.46, Synergy_HSA=1.50. (2) Drug 1: CCCS(=O)(=O)NC1=C(C(=C(C=C1)F)C(=O)C2=CNC3=C2C=C(C=N3)C4=CC=C(C=C4)Cl)F. Drug 2: CC1=CC2C(CCC3(C2CCC3(C(=O)C)OC(=O)C)C)C4(C1=CC(=O)CC4)C. Cell line: SR. Synergy scores: CSS=17.8, Synergy_ZIP=0.130, Synergy_Bliss=0.584, Synergy_Loewe=-9.62, Synergy_HSA=-0.366. (3) Drug 1: C1=C(C(=O)NC(=O)N1)F. Drug 2: CNC(=O)C1=NC=CC(=C1)OC2=CC=C(C=C2)NC(=O)NC3=CC(=C(C=C3)Cl)C(F)(F)F. Cell line: OVCAR-4. Synergy scores: CSS=44.5, Synergy_ZIP=-7.27, Synergy_Bliss=-7.18, Synergy_Loewe=-4.31, Synergy_HSA=-3.36. (4) Drug 1: CS(=O)(=O)C1=CC(=C(C=C1)C(=O)NC2=CC(=C(C=C2)Cl)C3=CC=CC=N3)Cl. Cell line: HCT-15. Drug 2: CN1C(=O)N2C=NC(=C2N=N1)C(=O)N. Synergy scores: CSS=0.747, Synergy_ZIP=-1.55, Synergy_Bliss=1.15, Synergy_Loewe=-4.37, Synergy_HSA=-0.862. (5) Drug 1: CN1CCC(CC1)COC2=C(C=C3C(=C2)N=CN=C3NC4=C(C=C(C=C4)Br)F)OC. Drug 2: CN(CC1=CN=C2C(=N1)C(=NC(=N2)N)N)C3=CC=C(C=C3)C(=O)NC(CCC(=O)O)C(=O)O. Cell line: NCI/ADR-RES. Synergy scores: CSS=30.0, Synergy_ZIP=-2.76, Synergy_Bliss=0.394, Synergy_Loewe=-7.37, Synergy_HSA=-0.230. (6) Drug 1: CC1=C(C(=CC=C1)Cl)NC(=O)C2=CN=C(S2)NC3=CC(=NC(=N3)C)N4CCN(CC4)CCO. Drug 2: CCCCC(=O)OCC(=O)C1(CC(C2=C(C1)C(=C3C(=C2O)C(=O)C4=C(C3=O)C=CC=C4OC)O)OC5CC(C(C(O5)C)O)NC(=O)C(F)(F)F)O. Cell line: HCT116. Synergy scores: CSS=61.4, Synergy_ZIP=1.90, Synergy_Bliss=3.31, Synergy_Loewe=1.89, Synergy_HSA=2.82. (7) Drug 1: CN(C)N=NC1=C(NC=N1)C(=O)N. Drug 2: CN1C(=O)N2C=NC(=C2N=N1)C(=O)N. Cell line: ACHN. Synergy scores: CSS=9.72, Synergy_ZIP=-2.26, Synergy_Bliss=3.52, Synergy_Loewe=-5.54, Synergy_HSA=1.57.